Dataset: Full USPTO retrosynthesis dataset with 1.9M reactions from patents (1976-2016). Task: Predict the reactants needed to synthesize the given product. (1) Given the product [Br:1][C:2]1[CH:7]=[CH:6][C:5]([Cl:8])=[CH:4][C:3]=1/[C:9](=[N:25]\[NH:24][C:21](=[NH:22])[NH2:23])/[CH2:10][C:11]1[C:16]([F:17])=[CH:15][CH:14]=[C:13]([F:18])[C:12]=1[F:19], predict the reactants needed to synthesize it. The reactants are: [Br:1][C:2]1[CH:7]=[CH:6][C:5]([Cl:8])=[CH:4][C:3]=1[C:9](=O)[CH2:10][C:11]1[C:16]([F:17])=[CH:15][CH:14]=[C:13]([F:18])[C:12]=1[F:19].[C:21]([NH:24][NH2:25])([NH2:23])=[NH:22].Cl.B(F)(F)F.CCOCC. (2) Given the product [CH2:1]([P:3]([CH2:12][CH2:11][C:10]#[N:13])(=[O:9])[O:4][CH2:5][CH2:6][CH2:7][CH3:8])[CH3:2], predict the reactants needed to synthesize it. The reactants are: [CH2:1]([P:3]([O-:9])[O:4][CH2:5][CH2:6][CH2:7][CH3:8])[CH3:2].[C:10](#[N:13])[CH:11]=[CH2:12]. (3) Given the product [OH:18][CH2:17][C:7]1([C:2]2[N:1]=[CH:6][CH:5]=[CH:4][N:3]=2)[CH2:16][CH2:15][C:10](=[O:11])[CH2:9][CH2:8]1, predict the reactants needed to synthesize it. The reactants are: [N:1]1[CH:6]=[CH:5][CH:4]=[N:3][C:2]=1[C:7]1([CH2:17][OH:18])[CH2:16][CH2:15][C:10]2(OCC[O:11]2)[CH2:9][CH2:8]1.Cl.